From a dataset of TCR-epitope binding with 47,182 pairs between 192 epitopes and 23,139 TCRs. Binary Classification. Given a T-cell receptor sequence (or CDR3 region) and an epitope sequence, predict whether binding occurs between them. (1) The epitope is FADDLNQLTGY. The TCR CDR3 sequence is CASSLMSSYNSPLHF. Result: 0 (the TCR does not bind to the epitope). (2) The epitope is SSTFNVPMEKLK. The TCR CDR3 sequence is CASSYSTDSSYEQYF. Result: 0 (the TCR does not bind to the epitope). (3) The epitope is IPIQASLPF. The TCR CDR3 sequence is CASSQAQGAPNSPLHF. Result: 0 (the TCR does not bind to the epitope). (4) The epitope is MLNIPSINV. The TCR CDR3 sequence is CASSLGPHDSTNYGYTF. Result: 1 (the TCR binds to the epitope). (5) The epitope is CLGGLLTMV. The TCR CDR3 sequence is CASSLGTSGGVGYNEQFF. Result: 0 (the TCR does not bind to the epitope).